Dataset: Catalyst prediction with 721,799 reactions and 888 catalyst types from USPTO. Task: Predict which catalyst facilitates the given reaction. (1) Reactant: [CH2:1]([O:3][C:4]1[CH:9]=[CH:8][N:7]=[CH:6][C:5]=1[N:10]=[C:11]=[S:12])[CH3:2].[NH3:13]. Product: [CH2:1]([O:3][C:4]1[CH:9]=[CH:8][N:7]=[CH:6][C:5]=1[NH:10][C:11]([NH2:13])=[S:12])[CH3:2]. The catalyst class is: 5. (2) Reactant: [F:1][C:2]1[CH:9]=[CH:8][CH:7]=[CH:6][C:3]=1[CH:4]=[CH2:5].C(O)(=[O:12])C.BrN1C(=O)CCC1=O.C(=O)([O-])[O-].[Na+].[Na+].[OH-].[Na+]. The catalyst class is: 38. Product: [F:1][C:2]1[CH:9]=[CH:8][CH:7]=[CH:6][C:3]=1[CH:4]1[CH2:5][O:12]1.